Task: Predict the reaction yield, written as a fraction of the theoretical maximum amount of product (1.0 means a 100% yield; for example, 0.34 means a 34% yield).. Dataset: Reaction yield outcomes from USPTO patents with 853,638 reactions The reactants are [S:1]1[C:5]2[CH:6]=[CH:7][CH:8]=[CH:9][C:4]=2[C:3]([N:10]2[CH2:15][CH2:14][N:13]([CH2:16][CH2:17][C:18]3[CH:19]=[C:20]4[C:24](=[CH:25][CH:26]=3)[C:23]([CH3:28])([CH3:27])[CH:22]([NH:29][CH3:30])[C:21]4([CH3:32])[CH3:31])[CH2:12][CH2:11]2)=[N:2]1.[CH3:33][S:34]([OH:37])(=[O:36])=[O:35]. The catalyst is C(OCC)(=O)C. The product is [CH3:33][S:34]([OH:37])(=[O:36])=[O:35].[S:1]1[C:5]2[CH:6]=[CH:7][CH:8]=[CH:9][C:4]=2[C:3]([N:10]2[CH2:15][CH2:14][N:13]([CH2:16][CH2:17][C:18]3[CH:19]=[C:20]4[C:24](=[CH:25][CH:26]=3)[C:23]([CH3:28])([CH3:27])[CH:22]([NH:29][CH3:30])[C:21]4([CH3:32])[CH3:31])[CH2:12][CH2:11]2)=[N:2]1. The yield is 0.640.